Dataset: Peptide-MHC class II binding affinity with 134,281 pairs from IEDB. Task: Regression. Given a peptide amino acid sequence and an MHC pseudo amino acid sequence, predict their binding affinity value. This is MHC class II binding data. (1) The peptide sequence is QRMFTREELIHFPEF. The MHC is DRB3_0202 with pseudo-sequence DRB3_0202. The binding affinity (normalized) is 0. (2) The binding affinity (normalized) is 0. The MHC is HLA-DQA10601-DQB10402 with pseudo-sequence HLA-DQA10601-DQB10402. The peptide sequence is DWLNKYSYYPEDPVK. (3) The binding affinity (normalized) is 0.196. The peptide sequence is MTPSGLVIPENAKEK. The MHC is DRB5_0101 with pseudo-sequence DRB5_0101.